From a dataset of Peptide-MHC class I binding affinity with 185,985 pairs from IEDB/IMGT. Regression. Given a peptide amino acid sequence and an MHC pseudo amino acid sequence, predict their binding affinity value. This is MHC class I binding data. (1) The peptide sequence is LMWASSGFF. The MHC is HLA-B08:03 with pseudo-sequence HLA-B08:03. The binding affinity (normalized) is 0.399. (2) The peptide sequence is SPGDNSAKF. The MHC is HLA-B27:03 with pseudo-sequence HLA-B27:03. The binding affinity (normalized) is 0.0847. (3) The peptide sequence is WYLKGRWVPGA. The MHC is Patr-A0901 with pseudo-sequence Patr-A0901. The binding affinity (normalized) is 0.213. (4) The peptide sequence is GYTMHANYIF. The MHC is Patr-A0701 with pseudo-sequence Patr-A0701. The binding affinity (normalized) is 0.140. (5) The peptide sequence is QTGINNVQSL. The MHC is HLA-A02:06 with pseudo-sequence HLA-A02:06. The binding affinity (normalized) is 0. (6) The peptide sequence is DSMDVLAEKK. The MHC is HLA-A03:01 with pseudo-sequence HLA-A03:01. The binding affinity (normalized) is 0.461. (7) The peptide sequence is WMACNSAAF. The MHC is HLA-C06:02 with pseudo-sequence HLA-C06:02. The binding affinity (normalized) is 0.0847.